Dataset: Forward reaction prediction with 1.9M reactions from USPTO patents (1976-2016). Task: Predict the product of the given reaction. (1) Given the reactants [CH3:1][C:2]1([CH3:22])[CH2:7][CH2:6][C:5]([C:8]2[CH:13]=[CH:12][C:11]([O:14][CH3:15])=[CH:10][C:9]=2[N:16]2[CH2:21][CH2:20][NH:19][CH2:18][CH2:17]2)=[CH:4][CH2:3]1.[CH:23](=O)[CH2:24][CH2:25][CH2:26][CH3:27].C(O[BH-](OC(=O)C)OC(=O)C)(=O)C.[Na+].C(O)(=O)C.C(=O)([O-])O.[Na+], predict the reaction product. The product is: [CH3:1][C:2]1([CH3:22])[CH2:7][CH2:6][C:5]([C:8]2[CH:13]=[CH:12][C:11]([O:14][CH3:15])=[CH:10][C:9]=2[N:16]2[CH2:21][CH2:20][N:19]([CH2:23][CH2:24][CH2:25][CH2:26][CH3:27])[CH2:18][CH2:17]2)=[CH:4][CH2:3]1. (2) Given the reactants [F:1][C:2]1[CH:7]=[CH:6][C:5]([C:8]2[C:9](=[O:13])[CH2:10][CH2:11][CH:12]=2)=[CH:4][CH:3]=1.[C-:14]#[N:15].[K+], predict the reaction product. The product is: [C:14]([C@@H:12]1[CH2:11][CH2:10][C:9](=[O:13])[C@H:8]1[C:5]1[CH:4]=[CH:3][C:2]([F:1])=[CH:7][CH:6]=1)#[N:15]. (3) Given the reactants Br[C:2]1[CH:3]=[C:4]([CH2:8][C:9]([OH:11])=[O:10])[CH:5]=[CH:6][CH:7]=1.[C:12]([Cu])#[N:13].[CH3:15]N(C=O)C, predict the reaction product. The product is: [C:12]([C:2]1[CH:3]=[C:4]([CH2:8][C:9]([O:11][CH3:15])=[O:10])[CH:5]=[CH:6][CH:7]=1)#[N:13]. (4) Given the reactants [CH3:1][C:2]1([CH3:33])[CH2:10][C:9]2[N:8]([C:11]3[CH:18]=[C:17]([NH:19][CH:20]4[CH2:25][CH2:24][CH:23]([OH:26])[CH2:22][CH2:21]4)[C:14]([C:15]#[N:16])=[C:13]([F:27])[CH:12]=3)[CH:7]=[C:6]([C:28]([F:31])([F:30])[F:29])[C:5]=2[C:4](=[O:32])[CH2:3]1.[OH-:34].[Na+].OO, predict the reaction product. The product is: [CH3:1][C:2]1([CH3:33])[CH2:10][C:9]2[N:8]([C:11]3[CH:18]=[C:17]([NH:19][C@H:20]4[CH2:21][CH2:22][C@H:23]([OH:26])[CH2:24][CH2:25]4)[C:14]([C:15]([NH2:16])=[O:34])=[C:13]([F:27])[CH:12]=3)[CH:7]=[C:6]([C:28]([F:31])([F:30])[F:29])[C:5]=2[C:4](=[O:32])[CH2:3]1. (5) Given the reactants [N+:1]([C:4]1[CH:13]=[C:12]2[C:7]([CH2:8][C:9]([CH3:15])([CH3:14])[CH2:10][NH:11]2)=[CH:6][CH:5]=1)([O-])=O, predict the reaction product. The product is: [NH2:1][C:4]1[CH:13]=[C:12]2[C:7]([CH2:8][C:9]([CH3:15])([CH3:14])[CH2:10][NH:11]2)=[CH:6][CH:5]=1. (6) The product is: [CH2:21]([O:23][C:24]([C:25]1[CH:26]=[C:27]([NH:31][C@H:2]2[CH2:11][CH2:10][C@@H:9]3[C@@H:4]([CH2:5][C@@H:6]([C:16]([O:18][CH2:19][CH3:20])=[O:17])[N:7]([C:12]([O:14][CH3:15])=[O:13])[CH2:8]3)[CH2:3]2)[CH:28]=[CH:29][CH:30]=1)=[O:32])[CH3:22]. Given the reactants O=[C:2]1[CH2:11][CH2:10][CH:9]2[CH:4]([CH2:5][CH:6]([C:16]([O:18][CH2:19][CH3:20])=[O:17])[N:7]([C:12]([O:14][CH3:15])=[O:13])[CH2:8]2)[CH2:3]1.[CH2:21]([O:23][C:24](=[O:32])[C:25]1[CH:30]=[CH:29][CH:28]=[C:27]([NH2:31])[CH:26]=1)[CH3:22].C(O)(=O)C.[Na], predict the reaction product. (7) The product is: [CH3:12][C:13]1[S:14][C:15]([C:18]2[S:22][C:21]([CH2:23][NH:11][C:8]34[CH2:10][CH:4]5[CH2:5][CH:6]([CH2:1][CH:2]([CH2:3]5)[CH2:9]3)[CH2:7]4)=[CH:20][CH:19]=2)=[CH:16][N:17]=1. Given the reactants [CH2:1]1[CH:6]2[CH2:7][C:8]3([NH2:11])[CH2:10][CH:4]([CH2:5]2)[CH2:3][CH:2]1[CH2:9]3.[CH3:12][C:13]1[S:14][C:15]([C:18]2[S:22][C:21]([CH:23]=O)=[CH:20][CH:19]=2)=[CH:16][N:17]=1, predict the reaction product.